This data is from Full USPTO retrosynthesis dataset with 1.9M reactions from patents (1976-2016). The task is: Predict the reactants needed to synthesize the given product. (1) Given the product [Br:21][C:18]1[CH:19]=[CH:20][C:15]([N:11]2[C:8]3=[N:9][C:10]4[C:2]([Cl:1])=[CH:3][CH:4]=[C:5]([CH:23]([OH:24])[C:26]([F:28])([F:27])[F:25])[C:6]=4[N:7]3[CH2:14][CH2:13][CH2:12]2)=[C:16]([CH3:22])[CH:17]=1, predict the reactants needed to synthesize it. The reactants are: [Cl:1][C:2]1[CH:3]=[CH:4][C:5]([CH:23]=[O:24])=[C:6]2[C:10]=1[N:9]=[C:8]1[N:11]([C:15]3[CH:20]=[CH:19][C:18]([Br:21])=[CH:17][C:16]=3[CH3:22])[CH2:12][CH2:13][CH2:14][N:7]21.[F:25][C:26]([Si](C)(C)C)([F:28])[F:27].[F-].C([N+](CCCC)(CCCC)CCCC)CCC.Cl. (2) Given the product [F:11][C:9]1([F:12])[O:10][C:3]2[CH:2]=[CH:1][C:6]([B:24]([OH:29])[OH:25])=[CH:5][C:4]=2[O:8]1, predict the reactants needed to synthesize it. The reactants are: [CH:1]1[C:6](Br)=[CH:5][C:4]2[O:8][C:9]([F:12])([F:11])[O:10][C:3]=2[CH:2]=1.[Li]CCCC.CCCCCC.[B:24](OC(C)C)([O:29]C(C)C)[O:25]C(C)C. (3) The reactants are: [C:1]([O:5][C:6]([N:8]1[CH2:13][CH:12]=[CH:11][CH2:10][CH2:9]1)=[O:7])([CH3:4])([CH3:3])[CH3:2]. Given the product [C:1]([O:5][C:6]([N:8]1[CH2:13][CH2:12][CH2:11][CH2:10][CH2:9]1)=[O:7])([CH3:4])([CH3:2])[CH3:3], predict the reactants needed to synthesize it.